Dataset: Experimentally validated miRNA-target interactions with 360,000+ pairs, plus equal number of negative samples. Task: Binary Classification. Given a miRNA mature sequence and a target amino acid sequence, predict their likelihood of interaction. (1) The miRNA is mmu-miR-1897-3p with sequence UCAACUCGUUCUGUCCGGUGAG. The protein sequence of the target gene is MASGRRAPRTGLLELRAGAGSGAGGERWQRVLLSLAEDVLTVSPADGDPGPEPGAPREQEPAQLNGAAEPGAGPPQLPEALLLQRRRVTVRKADAGGLGISIKGGRENKMPILISKIFKGLAADQTEALFVGDAILSVNGEDLSSATHDEAVQVLKKTGKEVVLEVKYMKDVSPYFKNSTGGTSVGWDSPPASPLQRQPSSPGPTPRNFSEAKHMSLKMAYVSKRCTPNDPEPRYLEICSADGQDTLFLRAKDEASARSWATAIQAQVNTLTPRVKDELQALLAATSTAGSQDIKQIGWL.... Result: 0 (no interaction). (2) The miRNA is hsa-miR-543 with sequence AAACAUUCGCGGUGCACUUCUU. The protein sequence of the target gene is MASVAVDPQPSVVTRVVNLPLVSSTYDLMSSAYLSTKDQYPYLKSVCEMAENGVKTITSVAMTSALPIIQKLEPQIAVANTYACKGLDRIEERLPILNQPSTQIVANAKGAVTGAKDAVTTTVTGAKDSVASTITGVMDKTKGAVTGSVEKTKSVVSGSINTVLGSRMMQLVSSGVENALTKSELLVEQYLPLTEEELEKEAKKVEGFDLVQKPSYYVRLGSLSTKLHSRAYQQALSRVKEAKQKSQQTISQLHSTVHLIEFARKNVYSANQKIQDAQDKLYLSWVEWKRSIGYDDTDES.... Result: 0 (no interaction). (3) The miRNA is hsa-miR-30e-3p with sequence CUUUCAGUCGGAUGUUUACAGC. The protein sequence of the target gene is MTLLGSEHSLLIRRKFRSVLQLRLQQRRTQEQLANQGLIPPLKSPTEFHDPRKKLDSAKTEDSLRRKVRNRSDRASLVNMHILQASTAERSIPTAQMKLKRARLADDLNEKIALRPGPLELVEKNILPMDSSVKEAIKGTEVSLSKAADAFAFEDDSSRDGLSPDQARSEDPQGSGGSTPDIKSTEAPLAGPLDTIQDLTPGSESDKNDTASQLSNQSDSGKQVLGPLSTPIPVHTAVKSKSLGDSKNRHKKPKDPKPKVKKLKYHQYIPPDQKAEKSPPPMDSAYARLLQQQQLFLQLQ.... Result: 0 (no interaction). (4) Result: 0 (no interaction). The protein sequence of the target gene is MCGNNMSAPMPAVVPAARKATAAVIFLHGLGDTGHGWAEAFAGIKSSHIKYICPHAPVMPVTLNMSMMMPSWFDIIGLSPDSQEDESGIKQAAETVKALIDQEVKNGIPSNRIILGGFSQGGALSLYTALTTQQKLAGVTALSCWLPLRASFSQGPINSANRDISVLQCHGDCDPLVPLMFGSLTVERLKGLVNPANVTFKVYEGMMHSSCQQEMMDVKYFIDKLLPPID. The miRNA is mmu-miR-5100 with sequence UCGAAUCCCAGCGGUGCCUCU. (5) The miRNA is mmu-miR-10a-5p with sequence UACCCUGUAGAUCCGAAUUUGUG. The protein sequence of the target gene is MGEHPSPGPAVAACAEAERIEELEPEAEERLPAAPEDHWKVLFEKFDPGSTGYISTGKFRSLLESHSSKLDPHKKEVLLALADSHADGQICYQDFVNLMSNKRSNSFRQAILQGNRRLSSKALLEEKGLSLSQRLIRHVAYETLPREIDRKWYYDSYTCCPPPWFMITITLLEVALFLYNGVLLDQFVLQVTHPRYLKNSLVYHPQLRAQAWRYVTYIFMHAGVEQLGLNVALQLLVGVPLEMVHGATRIGLVYVAGVVAGSLAVSVADMTAPVVGSSGGVYALVSAHLANIVMNWSGMK.... Result: 1 (interaction). (6) The miRNA is hsa-miR-99b-5p with sequence CACCCGUAGAACCGACCUUGCG. The protein sequence of the target gene is MPPASGPSVLARLLPLLGLLLGSASRAPGKSPPEPPSPQEILIKVQVYVSGELVPLARASVDVFGNRTLLAAGTTDSEGVATLPLSYRLGTWVLVTAARPGFLTNSVPWRVDKLPLYASVSLYLLPERPATLILYEDLVHILLGSPGARSQPLVQFQRRAARLPVSSTYSQLWASLTPASTQQEMRAFPAFLGTEASSSGNGSWLELMPLTAVSVHLLTGNGTEVPLSGPIHLSLPVPSETRALTVGTSIPAWRFDPKSGLWVRNGTGVIRKEGRQLYWTFVSPQLGYWVAAMASPTAGL.... Result: 1 (interaction). (7) The miRNA is hsa-miR-122-5p with sequence UGGAGUGUGACAAUGGUGUUUG. Result: 1 (interaction). The protein sequence of the target gene is MGAEEEVLVTLSGGAPWGFRLHGGAEQRKPLQVSKIRRRSQAGRAGLRERDQLLAINGVSCTNLSHASAMSLIDASGNQLVLTVQRLADEGPVQSPSPHELQVLSPLSPLSPEPPGAPVPQPLQPGSLRSPPDSEAYYGETDSDADGPATQEKPRRPRRRGPTRPTPPGAPPDEVYLSDSPAEPAPTIPGPPSQGDSRVSSPSWEDGAALQPPPAEALLLPHGPLRPGPHLIPMVGPVPHPVAEDLTTTYTQKAKQAKLQRAESLQEKSIKEAKTKCRTIASLLTAAPNPHSKGVLMFKK....